This data is from Reaction yield outcomes from USPTO patents with 853,638 reactions. The task is: Predict the reaction yield, written as a fraction of the theoretical maximum amount of product (1.0 means a 100% yield; for example, 0.34 means a 34% yield). (1) The reactants are [Br:1][C:2]1[CH:8]=[C:7]([F:9])[CH:6]=[CH:5][C:3]=1[NH2:4].[N:10]([O-])=O.[Na+].Cl[Sn]Cl.Cl. The catalyst is Cl. The product is [Br:1][C:2]1[CH:8]=[C:7]([F:9])[CH:6]=[CH:5][C:3]=1[NH:4][NH2:10]. The yield is 0.830. (2) The reactants are [Cl:1][C:2]1[N:3]([C@@H:15]2[O:21][C@H:20]([CH2:22][OH:23])[C@@H:18]([OH:19])[C@H:16]2[OH:17])[C:4]2[C:9]([C:10]=1[C:11]#[N:12])=[CH:8][C:7]([Cl:13])=[C:6]([Cl:14])[CH:5]=2.CN(C=O)C.Cl.[NH2:30][OH:31].[OH-].[K+]. The catalyst is CO.[Cl-].[Na+].O.CO.O.O. The product is [Cl:1][C:2]1[N:3]([C@@H:15]2[O:21][C@H:20]([CH2:22][OH:23])[C@@H:18]([OH:19])[C@H:16]2[OH:17])[C:4]2[C:9]([C:10]=1[C:11](=[N:30][OH:31])[NH2:12])=[CH:8][C:7]([Cl:13])=[C:6]([Cl:14])[CH:5]=2. The yield is 0.700. (3) The reactants are [C:1]1([CH:7]=[CH:8][CH2:9][O:10][CH:11]2[CH2:16][CH2:15][N:14](C(OC(C)(C)C)=O)[CH2:13][CH2:12]2)[CH:6]=[CH:5][CH:4]=[CH:3][CH:2]=1.Cl.[OH-].[Na+]. The catalyst is C(O)C. The product is [C:1]1([CH:7]=[CH:8][CH2:9][O:10][CH:11]2[CH2:16][CH2:15][NH:14][CH2:13][CH2:12]2)[CH:6]=[CH:5][CH:4]=[CH:3][CH:2]=1. The yield is 0.920. (4) The reactants are O=[C:2]1[C:11]2[C:6](=[CH:7][CH:8]=[CH:9][CH:10]=2)[O:5][C:4]([C:12]([OH:14])=[O:13])=[CH:3]1. The product is [O:5]1[C:6]2[C:11](=[CH:10][CH:9]=[CH:8][CH:7]=2)[CH2:2][CH2:3][CH:4]1[C:12]([OH:14])=[O:13]. The yield is 0.960. The catalyst is [Pd].C(O)(=O)C.C(OCC)(=O)C. (5) The product is [Cl:10][C:8]1[CH:7]=[N:6][C:5]2[CH2:11][NH:12][CH2:13][C@@H:14]([C:16]3[CH:21]=[CH:20][CH:19]=[CH:18][CH:17]=3)[O:15][C:4]=2[N:9]=1. The yield is 0.690. The catalyst is C1COCC1.CCOC(C)=O.O. The reactants are [H-].[Na+].Cl[C:4]1[C:5]([CH2:11][NH:12][CH2:13][C@@H:14]([C:16]2[CH:21]=[CH:20][CH:19]=[CH:18][CH:17]=2)[OH:15])=[N:6][CH:7]=[C:8]([Cl:10])[N:9]=1. (6) The reactants are [CH3:1][S:2]([O:5][C:6]1[CH:11]=[CH:10][C:9]([C:12]2([C:20]3[CH:25]=[CH:24][C:23]([F:26])=[C:22](Br)[CH:21]=3)[C:16](=[O:17])[N:15](C)[C:14]([NH2:19])=[N:13]2)=[CH:8][CH:7]=1)(=[O:4])=[O:3].C([Sn](CCCC)(CCCC)[C:33]1[CH:38]=[N:37][CH:36]=[CH:35][N:34]=1)CCC. The catalyst is O1CCCC1.[Pd+2]. The product is [CH3:1][S:2]([O:5][C:6]1[CH:11]=[CH:10][C:9]([C:12]2([C:20]3[CH:25]=[CH:24][C:23]([F:26])=[C:22]([C:33]4[CH:38]=[N:37][CH:36]=[CH:35][N:34]=4)[CH:21]=3)[C:16](=[O:17])[NH:15][C:14]([NH2:19])=[N:13]2)=[CH:8][CH:7]=1)(=[O:3])=[O:4]. The yield is 0.250. (7) The reactants are [F:1][C:2]1[CH:7]=[CH:6][C:5]([C:8]2[O:9][CH:10]=[C:11]([CH:13]=[O:14])[N:12]=2)=[CH:4][CH:3]=1.[N+](=[CH2:17])=[N-]. The catalyst is C(Cl)(Cl)Cl.CCOCC. The product is [F:1][C:2]1[CH:3]=[CH:4][C:5]([C:8]2[O:9][CH:10]=[C:11]([C:13](=[O:14])[CH3:17])[N:12]=2)=[CH:6][CH:7]=1. The yield is 0.580. (8) The reactants are [CH2:1]1[NH:6][CH2:5][CH2:4][N:3]2[C:7](=[O:10])[CH2:8][CH2:9][C@H:2]12.CS(O[CH:16]1[CH2:19][N:18]([CH:20]([C:27]2[CH:32]=[CH:31][CH:30]=[CH:29][CH:28]=2)[C:21]2[CH:26]=[CH:25][CH:24]=[CH:23][CH:22]=2)[CH2:17]1)(=O)=O.C(N(CC)CC)C. The catalyst is C(#N)C. The product is [C:21]1([CH:20]([C:27]2[CH:32]=[CH:31][CH:30]=[CH:29][CH:28]=2)[N:18]2[CH2:19][CH:16]([N:6]3[CH2:5][CH2:4][N:3]4[C:7](=[O:10])[CH2:8][CH2:9][C@@H:2]4[CH2:1]3)[CH2:17]2)[CH:22]=[CH:23][CH:24]=[CH:25][CH:26]=1. The yield is 0.540. (9) The reactants are [Cl:1][CH2:2][C:3](Cl)=[O:4].[C:6]([C:10]1[CH:14]=[C:13]([NH2:15])[O:12][N:11]=1)([CH3:9])([CH3:8])[CH3:7].N1C=CC=CC=1. The catalyst is ClCCl. The product is [C:6]([C:10]1[CH:14]=[C:13]([NH:15][C:3](=[O:4])[CH2:2][Cl:1])[O:12][N:11]=1)([CH3:9])([CH3:8])[CH3:7]. The yield is 0.970. (10) The reactants are [F:1][C:2]1[CH:3]=[CH:4][C:5]([CH3:8])=[N:6][CH:7]=1.[Mn]([O-])(=O)(=O)=[O:10].[K+].[OH2:15]. No catalyst specified. The product is [F:1][C:2]1[CH:3]=[CH:4][C:5]([C:8]([OH:10])=[O:15])=[N:6][CH:7]=1. The yield is 0.280.